This data is from NCI-60 drug combinations with 297,098 pairs across 59 cell lines. The task is: Regression. Given two drug SMILES strings and cell line genomic features, predict the synergy score measuring deviation from expected non-interaction effect. (1) Drug 1: CS(=O)(=O)C1=CC(=C(C=C1)C(=O)NC2=CC(=C(C=C2)Cl)C3=CC=CC=N3)Cl. Drug 2: CC12CCC3C(C1CCC2=O)CC(=C)C4=CC(=O)C=CC34C. Cell line: 786-0. Synergy scores: CSS=32.9, Synergy_ZIP=-6.34, Synergy_Bliss=-8.58, Synergy_Loewe=-7.25, Synergy_HSA=-7.47. (2) Drug 1: C1=NC2=C(N=C(N=C2N1C3C(C(C(O3)CO)O)F)Cl)N. Drug 2: CS(=O)(=O)OCCCCOS(=O)(=O)C. Cell line: MCF7. Synergy scores: CSS=-1.03, Synergy_ZIP=1.72, Synergy_Bliss=1.97, Synergy_Loewe=-2.34, Synergy_HSA=-1.39. (3) Drug 1: C1=CC=C(C(=C1)C(C2=CC=C(C=C2)Cl)C(Cl)Cl)Cl. Drug 2: CC1=C(C(=O)C2=C(C1=O)N3CC4C(C3(C2COC(=O)N)OC)N4)N. Cell line: HCT116. Synergy scores: CSS=43.0, Synergy_ZIP=-1.85, Synergy_Bliss=-3.18, Synergy_Loewe=-1.98, Synergy_HSA=-0.304. (4) Drug 1: C1CC(C1)(C(=O)O)C(=O)O.[NH2-].[NH2-].[Pt+2]. Drug 2: CC(C)NC(=O)C1=CC=C(C=C1)CNNC.Cl. Cell line: T-47D. Synergy scores: CSS=-0.747, Synergy_ZIP=1.15, Synergy_Bliss=1.67, Synergy_Loewe=0.798, Synergy_HSA=-0.969. (5) Drug 1: CC1=C2C(C(=O)C3(C(CC4C(C3C(C(C2(C)C)(CC1OC(=O)C(C(C5=CC=CC=C5)NC(=O)OC(C)(C)C)O)O)OC(=O)C6=CC=CC=C6)(CO4)OC(=O)C)O)C)O. Drug 2: N.N.Cl[Pt+2]Cl. Cell line: HT29. Synergy scores: CSS=33.0, Synergy_ZIP=-11.9, Synergy_Bliss=-7.00, Synergy_Loewe=-15.6, Synergy_HSA=-4.49. (6) Drug 2: C1=C(C(=O)NC(=O)N1)F. Synergy scores: CSS=20.8, Synergy_ZIP=2.86, Synergy_Bliss=1.14, Synergy_Loewe=-8.35, Synergy_HSA=1.54. Cell line: 786-0. Drug 1: CN(C)N=NC1=C(NC=N1)C(=O)N.